From a dataset of Reaction yield outcomes from USPTO patents with 853,638 reactions. Predict the reaction yield, written as a fraction of the theoretical maximum amount of product (1.0 means a 100% yield; for example, 0.34 means a 34% yield). (1) The reactants are [Cl:1][C:2]1[C:7]([OH:8])=[C:6]([I:9])[CH:5]=[C:4]([CH2:10][OH:11])[N:3]=1.[H-].[Na+].Br[CH2:15][C:16]([CH3:18])=[CH2:17]. The catalyst is CN(C=O)C.CCOC(C)=O. The product is [Cl:1][C:2]1[N:3]=[C:4]([CH2:10][OH:11])[CH:5]=[C:6]([I:9])[C:7]=1[O:8][CH2:17][C:16]([CH3:18])=[CH2:15]. The yield is 0.860. (2) The reactants are [Si]([O:8][CH2:9][CH2:10][CH2:11][CH2:12][C@:13]1([CH3:20])[CH2:18][CH2:17][CH2:16][C:15](=[O:19])[CH2:14]1)(C(C)(C)C)(C)C.Cl.C([O-])(O)=O.[Na+]. The catalyst is C1COCC1. The product is [OH:8][CH2:9][CH2:10][CH2:11][CH2:12][C@@:13]1([CH3:20])[CH2:18][CH2:17][CH2:16][C:15](=[O:19])[CH2:14]1. The yield is 0.840. (3) The reactants are C1[O:18][CH2:17][CH2:16]OCCOCCOCCOCCOC1.COC(CP(=O)(OCC(F)(F)F)OCC(F)(F)F)=O.C[Si]([N-][Si](C)(C)C)(C)C.[K+].[CH3:48][S:49][C:50]1[N:55]=[C:54]([C:56]2[CH:61]=[CH:60][CH:59]=[CH:58][CH:57]=2)[C:53]([CH:62]=O)=[C:52]([NH:64][C:65]2[CH:70]=[CH:69][CH:68]=[CH:67][CH:66]=2)[N:51]=1.[NH4+].[Cl-]. The catalyst is C1COCC1.C1(C)C=CC=CC=1.C(OCC)C. The product is [CH3:48][S:49][C:50]1[N:55]=[C:54]([C:56]2[CH:61]=[CH:60][CH:59]=[CH:58][CH:57]=2)[C:53]2[CH:62]=[CH:16][C:17](=[O:18])[N:64]([C:65]3[CH:70]=[CH:69][CH:68]=[CH:67][CH:66]=3)[C:52]=2[N:51]=1. The yield is 0.910. (4) The reactants are [F:1][C:2]1[C:7]([F:8])=[CH:6][CH:5]=[CH:4][C:3]=1[S:9]([N:12]1[C:16]([C:17]2[C:18]([F:23])=[N:19][CH:20]=[CH:21][CH:22]=2)=[CH:15][C:14]([CH2:24][N:25](C)[C:26](=O)OC(C)(C)C)=[CH:13]1)(=[O:11])=[O:10].C(OCC)(=O)C.[ClH:40]. The catalyst is C(O)C. The product is [ClH:40].[F:1][C:2]1[C:7]([F:8])=[CH:6][CH:5]=[CH:4][C:3]=1[S:9]([N:12]1[C:16]([C:17]2[C:18]([F:23])=[N:19][CH:20]=[CH:21][CH:22]=2)=[CH:15][C:14]([CH2:24][NH:25][CH3:26])=[CH:13]1)(=[O:11])=[O:10]. The yield is 0.540. (5) The reactants are [H-].[Al+3].[Li+].[H-].[H-].[H-].[CH3:7][O:8][CH:9]([O:23][CH3:24])[CH:10]([S:15][CH2:16][C:17]1[CH:22]=[CH:21][CH:20]=[CH:19][CH:18]=1)[CH2:11][N+:12]([O-])=O.O.[OH-].[Na+]. The catalyst is O1CCCC1.C(OCC)(=O)C. The product is [CH2:16]([S:15][CH:10]([CH:9]([O:8][CH3:7])[O:23][CH3:24])[CH2:11][NH2:12])[C:17]1[CH:22]=[CH:21][CH:20]=[CH:19][CH:18]=1. The yield is 0.760. (6) The reactants are [CH:1]1([S:4][C:5]2[CH:10]=[CH:9][C:8]([N+:11]([O-:13])=[O:12])=[CH:7][C:6]=2[CH:14]([NH:17][S@:18]([C:20]([CH3:23])([CH3:22])[CH3:21])=[O:19])[CH:15]=[CH2:16])[CH2:3][CH2:2]1.C[Si]([N-][Si](C)(C)C)(C)C.[Li+].[CH2:34](Br)[CH:35]=[CH2:36]. The catalyst is CN(C=O)C. The product is [CH2:36]([N:17]([CH:14]([C:6]1[CH:7]=[C:8]([N+:11]([O-:13])=[O:12])[CH:9]=[CH:10][C:5]=1[S:4][CH:1]1[CH2:3][CH2:2]1)[CH:15]=[CH2:16])[S@:18]([C:20]([CH3:23])([CH3:22])[CH3:21])=[O:19])[CH:35]=[CH2:34]. The yield is 0.800. (7) The reactants are [NH2:1][CH:2]([C:6]1[CH:11]=[CH:10][CH:9]=[CH:8][CH:7]=1)[C:3]([OH:5])=[O:4].[Cl:12][CH2:13][CH2:14][CH2:15][C:16](Cl)=[O:17]. The catalyst is O1CCOCC1.O. The product is [Cl:12][CH2:13][CH2:14][CH2:15][C:16]([NH:1][CH:2]([C:6]1[CH:11]=[CH:10][CH:9]=[CH:8][CH:7]=1)[C:3]([OH:5])=[O:4])=[O:17]. The yield is 0.389. (8) The reactants are C(OC([N:8]1[CH2:13][CH2:12][CH2:11][CH:10]([C:14](=[O:37])[NH:15][C:16]2[N:17]=[N:18][C:19]([N:22]3[C:26]([C:27]([F:30])([F:29])[F:28])=[CH:25][C:24]([C:31]4[CH:32]=[N:33][CH:34]=[CH:35][CH:36]=4)=[N:23]3)=[CH:20][CH:21]=2)[CH2:9]1)=O)(C)(C)C.FC(F)(F)S(O)(=O)=O. The catalyst is ClCCl. The product is [N:33]1[CH:34]=[CH:35][CH:36]=[C:31]([C:24]2[CH:25]=[C:26]([C:27]([F:30])([F:29])[F:28])[N:22]([C:19]3[N:18]=[N:17][C:16]([NH:15][C:14]([CH:10]4[CH2:11][CH2:12][CH2:13][NH:8][CH2:9]4)=[O:37])=[CH:21][CH:20]=3)[N:23]=2)[CH:32]=1. The yield is 0.700. (9) The reactants are [CH2:1]([CH:8]1[CH2:26][C:11]2[N:12](C(OC(C)(C)C)=O)[C:13]([C:15]([O:17][CH3:18])=[O:16])=[CH:14][C:10]=2[C:9]1=O)[C:2]1[CH:7]=[CH:6][CH:5]=[CH:4][CH:3]=1.C(C1CC2NC(C(OC)=O)=CC=2C1=O)C1C=CC=CC=1.N1C=CC=C1. The product is [CH2:1]([CH:8]1[CH2:26][C:11]2[NH:12][C:13]([C:15]([O:17][CH3:18])=[O:16])=[CH:14][C:10]=2[CH2:9]1)[C:2]1[CH:3]=[CH:4][CH:5]=[CH:6][CH:7]=1. The yield is 0.0700. No catalyst specified. (10) The reactants are Br[C:2]1[CH:3]=[C:4]2[C:20](=[CH:21][CH:22]=1)[O:19][C:7]1([CH2:12][CH2:11][CH:10]([C:13]3[CH:18]=[CH:17][CH:16]=[CH:15][CH:14]=3)[CH2:9][CH2:8]1)[CH2:6][C:5]2=[O:23].[C:24]([C:26]1[CH:27]=[C:28](B(O)O)[CH:29]=[CH:30][CH:31]=1)#[N:25].C(=O)([O-])[O-].[Cs+].[Cs+]. The catalyst is O1CCOCC1.O.Cl[Pd](Cl)([P](C1C=CC=CC=1)(C1C=CC=CC=1)C1C=CC=CC=1)[P](C1C=CC=CC=1)(C1C=CC=CC=1)C1C=CC=CC=1. The product is [O:23]=[C:5]1[C:4]2[C:20](=[CH:21][CH:22]=[C:2]([C:30]3[CH:31]=[C:26]([CH:27]=[CH:28][CH:29]=3)[C:24]#[N:25])[CH:3]=2)[O:19][C:7]2([CH2:12][CH2:11][CH:10]([C:13]3[CH:18]=[CH:17][CH:16]=[CH:15][CH:14]=3)[CH2:9][CH2:8]2)[CH2:6]1. The yield is 0.580.